This data is from Reaction yield outcomes from USPTO patents with 853,638 reactions. The task is: Predict the reaction yield, written as a fraction of the theoretical maximum amount of product (1.0 means a 100% yield; for example, 0.34 means a 34% yield). The reactants are [C:1]([NH:5][S:6]([C:9]1[O:10][C:11]([C:14]2[N:19]=[C:18](S(C)=O)[C:17]([Cl:23])=[CH:16][N:15]=2)=[CH:12][CH:13]=1)(=[O:8])=[O:7])([CH3:4])([CH3:3])[CH3:2].[CH:24]1([C:27]2[NH:31][N:30]=[C:29]([NH2:32])[CH:28]=2)[CH2:26][CH2:25]1. The catalyst is C(O)CCC. The product is [C:1]([NH:5][S:6]([C:9]1[O:10][C:11]([C:14]2[N:19]=[C:18]([NH:32][C:29]3[CH:28]=[C:27]([CH:24]4[CH2:26][CH2:25]4)[NH:31][N:30]=3)[C:17]([Cl:23])=[CH:16][N:15]=2)=[CH:12][CH:13]=1)(=[O:8])=[O:7])([CH3:4])([CH3:3])[CH3:2]. The yield is 0.280.